This data is from Full USPTO retrosynthesis dataset with 1.9M reactions from patents (1976-2016). The task is: Predict the reactants needed to synthesize the given product. (1) Given the product [Br:24][C:25]1[CH:26]=[C:27]([NH:28][C:2]2[C:11]3[C:6](=[CH:7][CH:8]=[C:9]([O:12][CH2:13][CH2:14][CH2:15][N:16]4[CH2:21][CH2:20][O:19][CH2:18][CH2:17]4)[N:10]=3)[N:5]=[CH:4][C:3]=2[C:22]#[N:23])[CH:29]=[CH:30][CH:31]=1, predict the reactants needed to synthesize it. The reactants are: Cl[C:2]1[C:11]2[C:6](=[CH:7][CH:8]=[C:9]([O:12][CH2:13][CH2:14][CH2:15][N:16]3[CH2:21][CH2:20][O:19][CH2:18][CH2:17]3)[N:10]=2)[N:5]=[CH:4][C:3]=1[C:22]#[N:23].[Br:24][C:25]1[CH:26]=[C:27]([CH:29]=[CH:30][CH:31]=1)[NH2:28].Cl.N1C=CC=CC=1. (2) Given the product [Br:1][C:2]1[CH:7]=[CH:6][C:5]([F:8])=[CH:4][C:3]=1[N:9]1[C:20](=[O:29])[NH:17][CH:11]=[N:10]1, predict the reactants needed to synthesize it. The reactants are: [Br:1][C:2]1[CH:7]=[CH:6][C:5]([F:8])=[CH:4][C:3]=1[NH:9][N:10]=[CH:11]C(O)=O.C([N:17]([CH2:20]C)CC)C.C1(P(N=[N+]=[N-])(C2C=CC=CC=2)=[O:29])C=CC=CC=1.[OH-].[K+]. (3) Given the product [S:10]1[CH:14]=[CH:13][C:12]([C:2]2[CH:9]=[CH:8][CH:7]=[CH:6][C:3]=2[CH:4]=[O:5])=[CH:11]1, predict the reactants needed to synthesize it. The reactants are: Br[C:2]1[CH:9]=[CH:8][CH:7]=[CH:6][C:3]=1[CH:4]=[O:5].[S:10]1[CH:14]=[CH:13][C:12](B(O)O)=[CH:11]1.C([O-])([O-])=O.[Na+].[Na+].